This data is from Full USPTO retrosynthesis dataset with 1.9M reactions from patents (1976-2016). The task is: Predict the reactants needed to synthesize the given product. Given the product [CH3:1][O:2][C:3](=[O:23])[CH2:4][NH:5][C:6]([C:8]1[C:13]([OH:14])=[CH:12][C:11]([C:15]2[CH:20]=[CH:19][CH:18]=[C:17]([C:21]([N:22]3[CH2:34][CH2:33][CH2:32][CH2:31]3)=[O:42])[CH:16]=2)=[CH:10][N:9]=1)=[O:7], predict the reactants needed to synthesize it. The reactants are: [CH3:1][O:2][C:3](=[O:23])[CH2:4][NH:5][C:6]([C:8]1[C:13]([OH:14])=[CH:12][C:11]([C:15]2[CH:20]=[CH:19][CH:18]=[C:17]([C:21]#[N:22])[CH:16]=2)=[CH:10][N:9]=1)=[O:7].C[Si](N=[N+]=[N-])(C)C.[CH2:31]([Sn](=O)[CH2:31][CH2:32][CH2:33][CH3:34])[CH2:32][CH2:33][CH3:34].C[O:42]CCOC.